This data is from Full USPTO retrosynthesis dataset with 1.9M reactions from patents (1976-2016). The task is: Predict the reactants needed to synthesize the given product. Given the product [CH:36]1([CH2:39][O:1][C:2]2[CH:3]=[C:4]([CH:31]=[CH:32][C:33]=2[O:34][CH3:35])[CH2:5][CH:6]2[C:15]3[C:10](=[CH:11][C:12]([O:18][CH3:19])=[C:13]([O:16][CH3:17])[CH:14]=3)[CH2:9][CH2:8][N:7]2[CH2:20][C:21]([NH:23][CH2:24][C:25]2[CH:30]=[CH:29][CH:28]=[CH:27][CH:26]=2)=[O:22])[CH2:38][CH2:37]1, predict the reactants needed to synthesize it. The reactants are: [OH:1][C:2]1[CH:3]=[C:4]([CH:31]=[CH:32][C:33]=1[O:34][CH3:35])[CH2:5][CH:6]1[C:15]2[C:10](=[CH:11][C:12]([O:18][CH3:19])=[C:13]([O:16][CH3:17])[CH:14]=2)[CH2:9][CH2:8][N:7]1[CH2:20][C:21]([NH:23][CH2:24][C:25]1[CH:30]=[CH:29][CH:28]=[CH:27][CH:26]=1)=[O:22].[CH:36]1([CH2:39]Br)[CH2:38][CH2:37]1.